Dataset: Reaction yield outcomes from USPTO patents with 853,638 reactions. Task: Predict the reaction yield, written as a fraction of the theoretical maximum amount of product (1.0 means a 100% yield; for example, 0.34 means a 34% yield). (1) The reactants are C[O:2][C:3](=O)[CH2:4][N:5]1[CH2:10][CH2:9][N:8]([C:11]([O:13][C:14]([CH3:17])([CH3:16])[CH3:15])=[O:12])[CH2:7][C@H:6]1[CH3:18].[H-].[Li+].[Al+3].[H-].[H-].[H-]. The catalyst is C1COCC1. The product is [OH:2][CH2:3][CH2:4][N:5]1[CH2:10][CH2:9][N:8]([C:11]([O:13][C:14]([CH3:17])([CH3:16])[CH3:15])=[O:12])[CH2:7][C@H:6]1[CH3:18]. The yield is 0.850. (2) The reactants are [CH3:1][C@H:2]1[CH2:30][O:29][C@@:5]2([O:9][C@H:8]3[CH2:10][C@H:11]4[C@@H:16]5[CH2:17][CH2:18][C:19]6[C@@:25]([CH3:26])([C@H:15]5[CH2:14][CH2:13][C@:12]4([CH3:27])[C@H:7]3[C@@H:6]2[CH3:28])[CH2:24][CH2:23][C:21](=[O:22])[CH:20]=6)[CH2:4][CH2:3]1.[H][H]. The catalyst is O1CCCC1.[Pd].[O-]S([O-])(=O)=O.[Ba+2]. The product is [CH3:1][C@H:2]1[CH2:30][O:29][C@@:5]2([O:9][C@H:8]3[CH2:10][C@H:11]4[C@@H:16]5[CH2:17][CH2:18][C@@H:19]6[CH2:20][C:21](=[O:22])[CH2:23][CH2:24][C@:25]6([CH3:26])[C@H:15]5[CH2:14][CH2:13][C@:12]4([CH3:27])[C@H:7]3[C@@H:6]2[CH3:28])[CH2:4][CH2:3]1. The yield is 0.900. (3) The reactants are [H-].[Al+3].[Li+].[H-].[H-].[H-].[CH3:7][O:8][C:9]1[CH:10]=[C:11]([CH:16]=[C:17]([CH3:19])[CH:18]=1)[C:12](OC)=[O:13]. The catalyst is O1CCCC1. The product is [CH3:7][O:8][C:9]1[CH:10]=[C:11]([CH2:12][OH:13])[CH:16]=[C:17]([CH3:19])[CH:18]=1. The yield is 0.876. (4) The reactants are [C:1]([O:5][C:6]([N:8]1[CH2:11][CH:10]([O:12]S(C)(=O)=O)[CH2:9]1)=[O:7])([CH3:4])([CH3:3])[CH3:2].C([O-])([O-])=O.[Cs+].[Cs+].[Br:23][C:24]1[CH:25]=[C:26](O)[CH:27]=[CH:28][CH:29]=1. The catalyst is CN(C=O)C.[Cl-].[Na+].O. The product is [C:1]([O:5][C:6]([N:8]1[CH2:11][CH:10]([O:12][C:28]2[CH:27]=[CH:26][CH:25]=[C:24]([Br:23])[CH:29]=2)[CH2:9]1)=[O:7])([CH3:4])([CH3:3])[CH3:2]. The yield is 0.850. (5) The catalyst is CN(C=O)C.O.Cl[Pd](Cl)([P](C1C=CC=CC=1)(C1C=CC=CC=1)C1C=CC=CC=1)[P](C1C=CC=CC=1)(C1C=CC=CC=1)C1C=CC=CC=1. The reactants are [C:1]([C:4]1[S:8][C:7]([NH:9][C:10](=[O:16])[O:11][C:12]([CH3:15])([CH3:14])[CH3:13])=[N:6][C:5]=1Br)(=[O:3])[CH3:2].[CH3:18][O:19][C:20]1[CH:43]=[CH:42][C:23]([CH2:24][N:25]2[CH:29]=[C:28](B3OC(C)(C)C(C)(C)O3)[C:27]([CH:39]([OH:41])[CH3:40])=[N:26]2)=[CH:22][CH:21]=1.[O-]P([O-])([O-])=O.[K+].[K+].[K+]. The product is [C:12]([O:11][C:10](=[O:16])[NH:9][C:7]1[S:8][C:4]([C:1](=[O:3])[CH3:2])=[C:5]([C:28]2[C:27]([CH:39]([OH:41])[CH3:40])=[N:26][N:25]([CH2:24][C:23]3[CH:42]=[CH:43][C:20]([O:19][CH3:18])=[CH:21][CH:22]=3)[CH:29]=2)[N:6]=1)([CH3:15])([CH3:14])[CH3:13]. The yield is 0.780. (6) The reactants are FC(F)(F)S([CH:6](S(C(F)(F)F)(=O)=O)[CH2:7][CH:8]([S:16]([C:19]([F:22])([F:21])[F:20])(=[O:18])=[O:17])[S:9]([C:12]([F:15])([F:14])[F:13])(=[O:11])=[O:10])(=O)=O.[C:32]1([OH:40])[C:33](C)=[CH:34][CH:35]=[CH:36][C:37]=1[CH3:38]. The catalyst is C(#N)C. The product is [F:13][C:12]([F:15])([F:14])[S:9]([CH:8]([S:16]([C:19]([F:21])([F:20])[F:22])(=[O:17])=[O:18])[CH2:7][C:6]1[C:33]([CH3:34])=[C:32]([OH:40])[C:37]([CH3:38])=[CH:36][CH:35]=1)(=[O:10])=[O:11]. The yield is 0.940. (7) The reactants are O=P(Cl)(Cl)[Cl:3].[CH3:6][C@H:7]1[C:15]2[C:14](O)=[N:13][CH:12]=[N:11][C:10]=2[CH2:9][CH2:8]1.C([O-])(O)=O.[Na+]. The catalyst is ClCCCl. The product is [Cl:3][C:14]1[C:15]2[C@H:7]([CH3:6])[CH2:8][CH2:9][C:10]=2[N:11]=[CH:12][N:13]=1. The yield is 0.611. (8) The reactants are [CH3:1][O:2][CH2:3][CH2:4][O:5][C:6]1[CH:26]=[CH:25][C:9]([O:10][C:11]2[CH:16]=[C:15]([CH3:17])[C:14]([C:18]3[N:19]=[C:20]([NH2:23])[S:21][CH:22]=3)=[C:13]([CH3:24])[CH:12]=2)=[CH:8][CH:7]=1.C(N(CC)CC)C.Cl.[C:35](Cl)(=[O:42])[C:36]1[CH:41]=[CH:40][N:39]=[CH:38][CH:37]=1. The catalyst is C(Cl)Cl. The product is [CH3:1][O:2][CH2:3][CH2:4][O:5][C:6]1[CH:7]=[CH:8][C:9]([O:10][C:11]2[CH:16]=[C:15]([CH3:17])[C:14]([C:18]3[N:19]=[C:20]([NH:23][C:35](=[O:42])[C:36]4[CH:41]=[CH:40][N:39]=[CH:38][CH:37]=4)[S:21][CH:22]=3)=[C:13]([CH3:24])[CH:12]=2)=[CH:25][CH:26]=1. The yield is 0.560. (9) The reactants are [CH:1]([C:4]1[CH:9]=[C:8]([C:10]2[C:22]3[C:21]([CH3:23])=[C:20]([CH3:24])[S:19][C:18]=3[C:17]([Br:25])=[C:16]3[C:11]=2[CH:12]=[CH:13][CH:14]=[CH:15]3)[CH:7]=[CH:6][C:5]=1[OH:26])([CH3:3])[CH3:2].C([O-])(=O)C.[K+].[Br:32]Br. The catalyst is C(O)(=O)C. The product is [Br:32][C:6]1[CH:7]=[C:8]([C:10]2[C:22]3[C:21]([CH3:23])=[C:20]([CH3:24])[S:19][C:18]=3[C:17]([Br:25])=[C:16]3[C:11]=2[CH:12]=[CH:13][CH:14]=[CH:15]3)[CH:9]=[C:4]([CH:1]([CH3:3])[CH3:2])[C:5]=1[OH:26]. The yield is 0.980.